The task is: Predict the reaction yield, written as a fraction of the theoretical maximum amount of product (1.0 means a 100% yield; for example, 0.34 means a 34% yield).. This data is from Reaction yield outcomes from USPTO patents with 853,638 reactions. (1) The reactants are [CH3:1][N:2]1[CH2:7][CH2:6][CH:5]([OH:8])[CH2:4][CH2:3]1.[H-].[Na+].Cl[C:12]1[C:13]2[N:21]=[C:20]([Cl:22])[CH:19]=[CH:18][C:14]=2[N:15]=[CH:16][N:17]=1. The catalyst is CN(C=O)C.O. The product is [Cl:22][C:20]1[CH:19]=[CH:18][C:14]2[N:15]=[CH:16][N:17]=[C:12]([O:8][CH:5]3[CH2:6][CH2:7][N:2]([CH3:1])[CH2:3][CH2:4]3)[C:13]=2[N:21]=1. The yield is 0.430. (2) The reactants are [Br:1][C:2]1[C:11]2[C:6](=[CH:7][C:8]([C:12]3[NH:13][C:14]4[C:19]([C:20]=3[CH2:21][CH2:22][CH2:23][CH2:24][CH3:25])=[CH:18][CH:17]=[CH:16][CH:15]=4)=[CH:9][CH:10]=2)[CH:5]=[CH:4][C:3]=1[O:26][CH2:27][C:28]#[N:29].CC([O-])(C)C.[K+].[CH:36]1[CH:41]=[CH:40][C:39]([CH2:42]Br)=[CH:38][CH:37]=1. The catalyst is C1COCC1. The product is [CH2:42]([N:13]1[C:14]2[C:19](=[CH:18][CH:17]=[CH:16][CH:15]=2)[C:20]([CH2:21][CH2:22][CH2:23][CH2:24][CH3:25])=[C:12]1[C:8]1[CH:7]=[C:6]2[C:11](=[CH:10][CH:9]=1)[C:2]([Br:1])=[C:3]([O:26][CH2:27][C:28]#[N:29])[CH:4]=[CH:5]2)[C:39]1[CH:40]=[CH:41][CH:36]=[CH:37][CH:38]=1. The yield is 0.560. (3) The reactants are C([SiH2][O:6][C:7](C)(C)[C@H:8]1[CH2:13][CH2:12][C@H:11]([CH2:14][C:15]#[N:16])[CH2:10][CH2:9]1)(C)(C)C.C(Cl)(Cl)[Cl:20]. The catalyst is C(O)C.O=[Pt]=O. The product is [ClH:20].[NH2:16][CH2:15][CH2:14][C@H:11]1[CH2:12][CH2:13][C@H:8]([CH2:7][OH:6])[CH2:9][CH2:10]1. The yield is 0.970. (4) The reactants are [Br:1][C:2]1[CH:14]=[CH:13][C:12]2[C:11]3[C:6](=[CH:7][C:8](Br)=[CH:9][CH:10]=3)[C:5]([CH3:17])([CH3:16])[C:4]=2[CH:3]=1.[CH3:18][C:19]1([CH3:53])[C:43]2[C:23]([CH:24]=[C:25]3[CH:42]=[C:41]4[C:28]([C:29]5[C:34]([C:35]6[C:40]4=[CH:39][CH:38]=[CH:37][CH:36]=6)=[CH:33][CH:32]=[CH:31][CH:30]=5)=[CH:27][C:26]3=2)=[CH:22][C:21](B2OC(C)(C)C(C)(C)O2)=[CH:20]1.C([O-])([O-])=O.[Na+].[Na+].CCO. The catalyst is C1C=CC([P]([Pd]([P](C2C=CC=CC=2)(C2C=CC=CC=2)C2C=CC=CC=2)([P](C2C=CC=CC=2)(C2C=CC=CC=2)C2C=CC=CC=2)[P](C2C=CC=CC=2)(C2C=CC=CC=2)C2C=CC=CC=2)(C2C=CC=CC=2)C2C=CC=CC=2)=CC=1.CO.C1(C)C=CC=CC=1. The product is [Br:1][C:2]1[CH:3]=[C:4]2[C:12]([C:11]3[CH:10]=[CH:9][C:8]([C:21]4[CH:22]=[C:23]5[C:43]([C:19]([CH3:53])([CH3:18])[CH:20]=4)=[C:26]4[C:25]([CH:42]=[C:41]6[C:28](=[CH:27]4)[C:29]4[CH:30]=[CH:31][CH:32]=[CH:33][C:34]=4[C:35]4[CH:36]=[CH:37][CH:38]=[CH:39][C:40]6=4)=[CH:24]5)=[CH:7][C:6]=3[C:5]2([CH3:16])[CH3:17])=[CH:13][CH:14]=1. The yield is 0.430. (5) The reactants are [CH:1]1([N:5]2[CH2:11][CH2:10][CH2:9][N:8]([C:12]([C@@H:14]3[CH2:18][C@H:17]([O:19][C:20]4[CH:25]=[CH:24][C:23]([F:26])=[CH:22][CH:21]=4)[CH2:16][NH:15]3)=[O:13])[CH2:7][CH2:6]2)[CH2:4][CH2:3][CH2:2]1.CCN(CC)CC.[C:34](Cl)(=[O:36])[CH3:35]. The catalyst is C1COCC1.C([O-])(O)=O.[Na+]. The product is [CH:1]1([N:5]2[CH2:11][CH2:10][CH2:9][N:8]([C:12]([C@@H:14]3[CH2:18][C@H:17]([O:19][C:20]4[CH:21]=[CH:22][C:23]([F:26])=[CH:24][CH:25]=4)[CH2:16][N:15]3[C:34](=[O:36])[CH3:35])=[O:13])[CH2:7][CH2:6]2)[CH2:2][CH2:3][CH2:4]1. The yield is 0.610. (6) The reactants are Cl[C:2]1[C:3]2[C:10]([C:11]3[CH:16]=[CH:15][CH:14]=[CH:13][CH:12]=3)=[CH:9][NH:8][C:4]=2[N:5]=[CH:6][N:7]=1.C1(S(N2C3N=CN=C([Cl:35])C=3C(I)=C2)(=O)=O)C=CC=CC=1.BrC1C=C(B(O)O)C=CC=1.[Br:47][C:48]1[CH:49]=[C:50]([CH:52]=[CH:53][CH:54]=1)[NH2:51]. The catalyst is CO. The product is [Br:47][C:48]1[CH:49]=[C:50]([NH:51][C:2]2[C:3]3[C:10]([C:11]4[CH:16]=[CH:15][C:14]([Cl:35])=[CH:13][CH:12]=4)=[CH:9][NH:8][C:4]=3[N:5]=[CH:6][N:7]=2)[CH:52]=[CH:53][CH:54]=1. The yield is 0.750. (7) The reactants are [Cr](O[Cr]([O-])(=O)=O)([O-])(=O)=O.[NH+]1C=CC=CC=1.[NH+]1C=CC=CC=1.[CH3:22][CH:23]([OH:31])[CH2:24][CH2:25][CH2:26][CH2:27][CH2:28][CH2:29][CH3:30]. The catalyst is ClCCl. The product is [CH3:22][C:23](=[O:31])[CH2:24][CH2:25][CH2:26][CH2:27][CH2:28][CH2:29][CH3:30]. The yield is 0.986. (8) The reactants are [Cl:1][C:2]1[CH:3]=[C:4]2[C:9](=[CH:10][C:11]=1[O:12][C:13]1[CH:21]=[CH:20][C:16]([C:17]([OH:19])=O)=[CH:15][CH:14]=1)[O:8][CH2:7][CH2:6][CH:5]2[C:22]([O:24][CH2:25][CH3:26])=[O:23].[Cl:27][C:28]1[CH:29]=[C:30]([CH2:34][CH2:35][NH2:36])[CH:31]=[CH:32][CH:33]=1.Cl.CN(C)CCCN=C=NCC.ON1C2N=CC=CC=2N=N1. The catalyst is CN(C=O)C.C(Cl)Cl. The product is [Cl:1][C:2]1[CH:3]=[C:4]2[C:9](=[CH:10][C:11]=1[O:12][C:13]1[CH:21]=[CH:20][C:16]([C:17](=[O:19])[NH:36][CH2:35][CH2:34][C:30]3[CH:31]=[CH:32][CH:33]=[C:28]([Cl:27])[CH:29]=3)=[CH:15][CH:14]=1)[O:8][CH2:7][CH2:6][CH:5]2[C:22]([O:24][CH2:25][CH3:26])=[O:23]. The yield is 0.917.